Dataset: Catalyst prediction with 721,799 reactions and 888 catalyst types from USPTO. Task: Predict which catalyst facilitates the given reaction. (1) Reactant: CC(C)([O-])C.[K+].[C:7]([CH2:9]P(=O)(OCC)OCC)#[N:8].[C:18]([O:22][C:23](=[O:33])[NH:24][CH:25]1[CH2:30][CH2:29][CH2:28][CH:27]([CH:31]=O)[CH2:26]1)([CH3:21])([CH3:20])[CH3:19]. Product: [C:7]([CH:9]=[CH:31][CH:27]1[CH2:28][CH2:29][CH2:30][CH:25]([NH:24][C:23](=[O:33])[O:22][C:18]([CH3:21])([CH3:20])[CH3:19])[CH2:26]1)#[N:8]. The catalyst class is: 7. (2) Reactant: [NH2:1][C:2]1[C:7]([C:8]#[N:9])=[C:6]([C:10]2[CH:15]=[CH:14][C:13]([O:16][CH:17]3[CH2:21][CH2:20][O:19][CH2:18]3)=[CH:12][CH:11]=2)[C:5]([C:22]#[N:23])=[C:4]([SH:24])[N:3]=1.Cl[CH2:26][C:27]1[N:28]=[C:29]([C:32]2[CH:37]=[CH:36][C:35]([Cl:38])=[CH:34][CH:33]=2)[S:30][CH:31]=1.C(=O)(O)[O-].[Na+]. Product: [NH2:1][C:2]1[C:7]([C:8]#[N:9])=[C:6]([C:10]2[CH:15]=[CH:14][C:13]([O:16][CH:17]3[CH2:21][CH2:20][O:19][CH2:18]3)=[CH:12][CH:11]=2)[C:5]([C:22]#[N:23])=[C:4]([S:24][CH2:26][C:27]2[N:28]=[C:29]([C:32]3[CH:37]=[CH:36][C:35]([Cl:38])=[CH:34][CH:33]=3)[S:30][CH:31]=2)[N:3]=1. The catalyst class is: 3. (3) Reactant: [F:1][C:2]1([C:15]([O:17]CC)=O)[CH2:7][CH2:6][CH2:5][N:4]([C:8]([O:10][C:11]([CH3:14])([CH3:13])[CH3:12])=[O:9])[CH2:3]1.[C:20](=[N:23]O)([NH2:22])[CH3:21].C[O-].[Na+]. Product: [F:1][C:2]1([C:15]2[O:17][N:23]=[C:20]([CH3:21])[N:22]=2)[CH2:7][CH2:6][CH2:5][N:4]([C:8]([O:10][C:11]([CH3:12])([CH3:13])[CH3:14])=[O:9])[CH2:3]1. The catalyst class is: 7. (4) Reactant: [NH2:1][C:2]1[CH:3]=[CH:4][C:5]([N:10]2[CH2:15][CH2:14][N:13]([CH:16]([C:23]3[CH:28]=[CH:27][CH:26]=[CH:25][CH:24]=3)[C:17]3[CH:22]=[CH:21][CH:20]=[CH:19][CH:18]=3)[CH2:12][CH2:11]2)=[C:6]([CH:9]=1)[C:7]#[N:8].C(N(CC)CC)C.[CH3:36][C:37]1[C:41]([C:42](Cl)=[O:43])=[C:40]([CH3:45])[O:39][N:38]=1. Product: [C:7]([C:6]1[CH:9]=[C:2]([NH:1][C:42]([C:41]2[C:37]([CH3:36])=[N:38][O:39][C:40]=2[CH3:45])=[O:43])[CH:3]=[CH:4][C:5]=1[N:10]1[CH2:11][CH2:12][N:13]([CH:16]([C:17]2[CH:22]=[CH:21][CH:20]=[CH:19][CH:18]=2)[C:23]2[CH:24]=[CH:25][CH:26]=[CH:27][CH:28]=2)[CH2:14][CH2:15]1)#[N:8]. The catalyst class is: 1.